Dataset: Forward reaction prediction with 1.9M reactions from USPTO patents (1976-2016). Task: Predict the product of the given reaction. (1) Given the reactants Br[CH2:2][CH2:3][CH2:4][O:5][C:6]1[CH:11]=[C:10]([CH3:12])[CH:9]=[C:8]([CH3:13])[CH:7]=1.[Li+].C[CH:16]([N-:18]C(C)C)C.[CH2:22]1[CH2:26]OC[CH2:23]1, predict the reaction product. The product is: [CH3:13][C:8]1[CH:7]=[C:6]([CH:11]=[C:10]([CH3:12])[CH:9]=1)[O:5][CH2:4][CH2:3][CH2:2][C:22]([CH3:23])([CH3:26])[C:16]#[N:18]. (2) Given the reactants [Br:1][C:2]1[CH:10]=[C:9]([N+:11]([O-])=O)[C:8]([OH:14])=[C:7]2[C:3]=1[CH2:4][CH2:5][C:6]2=[O:15], predict the reaction product. The product is: [BrH:1].[NH2:11][C:9]1[C:8]([OH:14])=[C:7]2[C:3]([CH2:4][CH2:5][C:6]2=[O:15])=[CH:2][CH:10]=1. (3) Given the reactants C(OC([N:8]1[CH2:13][CH2:12][C@@H:11]([C:14]2[CH:19]=[CH:18][N:17]([CH3:20])[C:16](=[O:21])[CH:15]=2)[C@H:10]([C:22]2[CH:27]=[CH:26][C:25]([C:28]3[CH:33]=[CH:32][CH:31]=[CH:30][C:29]=3[CH2:34][CH2:35][NH:36][C:37]([O:39][CH2:40][CH3:41])=[O:38])=[CH:24][C:23]=2[Cl:42])[CH2:9]1)=O)(C)(C)C.Cl.O1CCOCC1, predict the reaction product. The product is: [Cl:42][C:23]1[CH:24]=[C:25]([C:28]2[CH:33]=[CH:32][CH:31]=[CH:30][C:29]=2[CH2:34][CH2:35][NH:36][C:37](=[O:38])[O:39][CH2:40][CH3:41])[CH:26]=[CH:27][C:22]=1[C@H:10]1[C@H:11]([C:14]2[CH:19]=[CH:18][N:17]([CH3:20])[C:16](=[O:21])[CH:15]=2)[CH2:12][CH2:13][NH:8][CH2:9]1. (4) The product is: [CH3:30][N:31]([CH3:42])[C:32]1[N:37]=[CH:2][C:3]([C:9]2[N:10]=[C:11]([CH2:28][CH3:29])[C:12]([NH:17][C@@H:18]3[C:26]4[C:21](=[CH:22][CH:23]=[CH:24][CH:25]=4)[CH2:20][C@@H:19]3[OH:27])=[N:13][C:14]=2[CH2:15][CH3:16])=[C:4]([CH3:5])[CH:33]=1. Given the reactants Cl[C:2]1C=C(Cl)[CH:5]=[CH:4][C:3]=1[C:9]1[N:10]=[C:11]([CH2:28][CH3:29])[C:12]([NH:17][C@@H:18]2[C:26]3[C:21](=[CH:22][CH:23]=[CH:24][CH:25]=3)[CH2:20][C@@H:19]2[OH:27])=[N:13][C:14]=1[CH2:15][CH3:16].[CH3:30][N:31]([CH3:42])[C:32]1[N:37]=CC(B(O)O)=C(C)[CH:33]=1, predict the reaction product. (5) Given the reactants [F:1][C:2]([F:11])([F:10])[C:3]1[CH:4]=[C:5](O)[CH:6]=[CH:7][CH:8]=1.[CH2:12]=[O:13].O.[CH3:15][NH:16][CH3:17], predict the reaction product. The product is: [OH:13][C:12]1[CH:4]=[CH:5][CH:6]=[CH:7][C:8]=1[CH:3]([C:2]([F:11])([F:10])[F:1])[N:16]([CH3:17])[CH3:15]. (6) Given the reactants C(=O)(OC(C)(C)C)OC[N:4]1[C:8]2[N:9]=[C:10]([NH:25][C:26]3[CH:31]=[CH:30][C:29]([N:32]([C@H:34]4[CH2:38][CH2:37][N:36]([C:39](=[O:41])[CH3:40])[CH2:35]4)[CH3:33])=[CH:28][CH:27]=3)[N:11]=[C:12]([O:13][C:14]3[CH:19]=[CH:18][CH:17]=[C:16]([NH:20][C:21](=[O:24])[CH:22]=[CH2:23])[CH:15]=3)[C:7]=2[CH:6]=[CH:5]1.CO.C1COCC1.[OH-].[Na+], predict the reaction product. The product is: [C:39]([N:36]1[CH2:37][CH2:38][C@H:34]([N:32]([CH3:33])[C:29]2[CH:28]=[CH:27][C:26]([NH:25][C:10]3[N:11]=[C:12]([O:13][C:14]4[CH:15]=[C:16]([NH:20][C:21](=[O:24])[CH:22]=[CH2:23])[CH:17]=[CH:18][CH:19]=4)[C:7]4[CH:6]=[CH:5][NH:4][C:8]=4[N:9]=3)=[CH:31][CH:30]=2)[CH2:35]1)(=[O:41])[CH3:40]. (7) Given the reactants [CH3:1][N:2]([CH2:4][C:5](Cl)=[O:6])[CH3:3].[CH3:8][O:9][C:10]1[CH:54]=[C:53]([O:55][CH3:56])[CH:52]=[C:51]([O:57][CH3:58])[C:11]=1[CH:12]=[CH:13][CH:14]([S:24]([CH:27]([CH:37]=[CH:38][C:39]1[C:44]([O:45][CH3:46])=[CH:43][C:42]([O:47][CH3:48])=[CH:41][C:40]=1[O:49][CH3:50])[C:28]1[CH:33]=[CH:32][C:31]([O:34][CH3:35])=[C:30]([NH2:36])[CH:29]=1)(=[O:26])=[O:25])[C:15]1[CH:20]=[CH:19][C:18]([O:21][CH3:22])=[C:17]([NH2:23])[CH:16]=1, predict the reaction product. The product is: [CH3:58][O:57][C:51]1[CH:52]=[C:53]([O:55][CH3:56])[CH:54]=[C:10]([O:9][CH3:8])[C:11]=1/[CH:12]=[CH:13]/[CH:14]([S:24]([CH:27](/[CH:37]=[CH:38]/[C:39]1[C:40]([O:49][CH3:50])=[CH:41][C:42]([O:47][CH3:48])=[CH:43][C:44]=1[O:45][CH3:46])[C:28]1[CH:33]=[CH:32][C:31]([O:34][CH3:35])=[C:30]([NH:36][C:5](=[O:6])[CH2:4][N:2]([CH3:3])[CH3:1])[CH:29]=1)(=[O:26])=[O:25])[C:15]1[CH:20]=[CH:19][C:18]([O:21][CH3:22])=[C:17]([NH:23][C:5](=[O:6])[CH2:4][N:2]([CH3:3])[CH3:1])[CH:16]=1. (8) Given the reactants [Cl:1][C:2]1[CH:7]=[CH:6][CH:5]=[CH:4][C:3]=1[S:8]([C@H:11]1[CH2:15][N:14]([C:16]2[N:20]([CH2:21][C:22]3[N:26]([CH3:27])[CH:25]=[N:24][CH:23]=3)[N:19]=[C:18]([CH3:28])[CH:17]=2)[C@H:13]([C:29]([O:31]C)=[O:30])[CH2:12]1)(=[O:10])=[O:9].[OH-].[Li+:34], predict the reaction product. The product is: [Cl:1][C:2]1[CH:7]=[CH:6][CH:5]=[CH:4][C:3]=1[S:8]([C@H:11]1[CH2:15][N:14]([C:16]2[N:20]([CH2:21][C:22]3[N:26]([CH3:27])[CH:25]=[N:24][CH:23]=3)[N:19]=[C:18]([CH3:28])[CH:17]=2)[C@H:13]([C:29]([O-:31])=[O:30])[CH2:12]1)(=[O:9])=[O:10].[Li+:34]. (9) Given the reactants Br[C:2]1[NH:6][CH:5]=[C:4]([CH:7]=[O:8])[CH:3]=1.[CH3:9][S:10][C:11]1[CH:16]=[CH:15][CH:14]=[CH:13][C:12]=1B(O)O.C(=O)([O-])[O-].[Na+].[Na+].COCCOC, predict the reaction product. The product is: [CH3:9][S:10][C:11]1[CH:16]=[CH:15][CH:14]=[CH:13][C:12]=1[C:2]1[NH:6][CH:5]=[C:4]([CH:7]=[O:8])[CH:3]=1. (10) Given the reactants Cl[C:2]1[CH:3]=[C:4]([NH:10][CH:11]2[CH2:14][N:13]([C:15]([O:17][C:18]([CH3:21])([CH3:20])[CH3:19])=[O:16])[CH2:12]2)[C:5]([O:8][CH3:9])=[N:6][CH:7]=1.[F:22][C:23]1[CH:28]=[C:27](B2OC(C)(C)C(C)(C)O2)[CH:26]=[CH:25][N:24]=1.[O-]P([O-])([O-])=O.[K+].[K+].[K+], predict the reaction product. The product is: [F:22][C:23]1[CH:28]=[C:27]([C:2]2[CH:7]=[N:6][C:5]([O:8][CH3:9])=[C:4]([NH:10][CH:11]3[CH2:14][N:13]([C:15]([O:17][C:18]([CH3:21])([CH3:20])[CH3:19])=[O:16])[CH2:12]3)[CH:3]=2)[CH:26]=[CH:25][N:24]=1.